From a dataset of Reaction yield outcomes from USPTO patents with 853,638 reactions. Predict the reaction yield, written as a fraction of the theoretical maximum amount of product (1.0 means a 100% yield; for example, 0.34 means a 34% yield). (1) The reactants are C([O:3][C:4]([C:6]1[C:7]([C:12]2[CH:17]=[CH:16][C:15]([CH3:18])=[CH:14][C:13]=2[Cl:19])=[CH:8][CH:9]=[CH:10][CH:11]=1)=[O:5])C.[OH-].[Na+]. The catalyst is C(O)C. The product is [Cl:19][C:13]1[CH:14]=[C:15]([CH3:18])[CH:16]=[CH:17][C:12]=1[C:7]1[C:6]([C:4]([OH:5])=[O:3])=[CH:11][CH:10]=[CH:9][CH:8]=1. The yield is 0.850. (2) The reactants are C([O:3][P:4]([CH2:9][CH2:10][O:11][CH2:12][CH2:13][CH2:14][CH2:15][CH2:16][CH2:17][NH:18][C:19](=[O:23])[C:20]([CH3:22])=[CH2:21])([O:6]CC)=[O:5])C. The catalyst is C(Cl)Cl. The product is [OH:5][P:4]([CH2:9][CH2:10][O:11][CH2:12][CH2:13][CH2:14][CH2:15][CH2:16][CH2:17][NH:18][C:19](=[O:23])[C:20]([CH3:22])=[CH2:21])([OH:6])=[O:3]. The yield is 0.720. (3) The catalyst is C(O)(=O)C. The reactants are [N+:1]([O-:4])(O)=[O:2].[CH2:5]([O:12][C:13]1[CH:20]=[CH:19][C:16]([C:17]#[N:18])=[CH:15][C:14]=1[O:21][CH3:22])[C:6]1[CH:11]=[CH:10][CH:9]=[CH:8][CH:7]=1. The yield is 0.850. The product is [CH2:5]([O:12][C:13]1[CH:20]=[C:19]([N+:1]([O-:4])=[O:2])[C:16]([C:17]#[N:18])=[CH:15][C:14]=1[O:21][CH3:22])[C:6]1[CH:7]=[CH:8][CH:9]=[CH:10][CH:11]=1.